Dataset: Full USPTO retrosynthesis dataset with 1.9M reactions from patents (1976-2016). Task: Predict the reactants needed to synthesize the given product. (1) The reactants are: Cl[CH2:2][CH2:3][CH2:4][S:5]([N:8]1[CH2:13][CH2:12][CH:11]([C:14]2[C:22]3[C:17](=[C:18]([C:29]([NH2:31])=[O:30])[CH:19]=[C:20]([C:23]4[CH:28]=[CH:27][CH:26]=[CH:25][CH:24]=4)[CH:21]=3)[NH:16][CH:15]=2)[CH2:10][CH2:9]1)(=[O:7])=[O:6].[C:32]1([OH:38])[CH:37]=[CH:36][CH:35]=[CH:34][CH:33]=1.C([O-])([O-])=O.[K+].[K+].[I-].[Na+]. Given the product [C:23]1([C:20]2[CH:21]=[C:22]3[C:17](=[C:18]([C:29]([NH2:31])=[O:30])[CH:19]=2)[NH:16][CH:15]=[C:14]3[CH:11]2[CH2:12][CH2:13][N:8]([S:5]([CH2:4][CH2:3][CH2:2][O:38][C:32]3[CH:37]=[CH:36][CH:35]=[CH:34][CH:33]=3)(=[O:7])=[O:6])[CH2:9][CH2:10]2)[CH:28]=[CH:27][CH:26]=[CH:25][CH:24]=1, predict the reactants needed to synthesize it. (2) Given the product [ClH:33].[F:1][C:2]1[CH:7]=[C:6]([N:8]2[CH2:12][C@H:11]([CH2:13][NH:14][C:15](=[O:17])[CH3:16])[O:10][C:9]2=[O:18])[CH:5]=[CH:4][C:3]=1[C:19]1[CH:24]=[CH:23][C:22]([CH2:25][NH:26][CH2:27][C:28]2[NH:32][N:31]=[N:30][CH:29]=2)=[CH:21][CH:20]=1, predict the reactants needed to synthesize it. The reactants are: [F:1][C:2]1[CH:7]=[C:6]([N:8]2[CH2:12][C@H:11]([CH2:13][NH:14][C:15](=[O:17])[CH3:16])[O:10][C:9]2=[O:18])[CH:5]=[CH:4][C:3]=1[C:19]1[CH:24]=[CH:23][C:22]([CH2:25][NH:26][CH2:27][C:28]2[NH:32][N:31]=[N:30][CH:29]=2)=[CH:21][CH:20]=1.[ClH:33]. (3) Given the product [F:21][C:11]1[CH:12]=[N:13][C:14]2[CH:15]=[CH:16][C:17](=[O:20])[N:18]3[CH:7]([CH2:6][N:26]4[CH2:27][C@@H:23]([OH:22])[C@@H:24]([CH2:28][NH:29][C:30](=[O:39])[O:31][CH2:32][C:33]5[CH:38]=[CH:37][CH:36]=[CH:35][CH:34]=5)[CH2:25]4)[CH2:8][CH2:9][C:10]=1[C:19]=23, predict the reactants needed to synthesize it. The reactants are: CS(O[CH2:6][CH:7]1[N:18]2[C:19]3[C:10](=[C:11]([F:21])[CH:12]=[N:13][C:14]=3[CH:15]=[CH:16][C:17]2=[O:20])[CH2:9][CH2:8]1)(=O)=O.[OH:22][C@@H:23]1[CH2:27][NH:26][CH2:25][C@@H:24]1[CH2:28][NH:29][C:30](=[O:39])[O:31][CH2:32][C:33]1[CH:38]=[CH:37][CH:36]=[CH:35][CH:34]=1. (4) Given the product [CH2:15]([N:17]1[C:25]2[C:20](=[N:21][CH:22]=[CH:23][C:24]=2[CH3:26])[N:19]([C:27]2[CH:32]=[CH:31][C:30]([O:33][C:3]3[N:2]([CH3:1])[C:6]4=[N:7][CH:8]=[CH:9][CH:10]=[C:5]4[N:4]=3)=[CH:29][CH:28]=2)[C:18]1=[O:34])[CH3:16], predict the reactants needed to synthesize it. The reactants are: [CH3:1][N:2]1[C:6]2=[N:7][CH:8]=[CH:9][CH:10]=[C:5]2[N:4]=[C:3]1S(C)(=O)=O.[CH2:15]([N:17]1[C:25]2[C:20](=[N:21][CH:22]=[CH:23][C:24]=2[CH3:26])[N:19]([C:27]2[CH:32]=[CH:31][C:30]([OH:33])=[CH:29][CH:28]=2)[C:18]1=[O:34])[CH3:16].CC(C)([O-])C.[K+].O. (5) Given the product [OH:8][CH2:9][CH2:10][CH2:11][N:12]1[CH2:16][CH2:15][N:14]([CH2:21][CH2:22][CH2:23][N:34]2[CH2:35][CH2:36][CH:37]([O:40][C:41](=[O:55])[NH:42][C:43]3[CH:48]=[CH:47][CH:46]=[CH:45][C:44]=3[C:49]3[CH:54]=[CH:53][CH:52]=[CH:51][CH:50]=3)[CH2:38][CH2:39]2)[C:13]1=[O:17], predict the reactants needed to synthesize it. The reactants are: [Si]([O:8][CH2:9][CH2:10][CH2:11][N:12]1[CH2:16][CH2:15][NH:14][C:13]1=[O:17])(C(C)(C)C)(C)C.[H-].[Na+].Br[CH2:21][CH2:22][CH2:23]Br.CCN(C(C)C)C(C)C.[NH:34]1[CH2:39][CH2:38][CH:37]([O:40][C:41](=[O:55])[NH:42][C:43]2[CH:48]=[CH:47][CH:46]=[CH:45][C:44]=2[C:49]2[CH:54]=[CH:53][CH:52]=[CH:51][CH:50]=2)[CH2:36][CH2:35]1. (6) Given the product [CH2:1]([N:8]1[CH:12]=[C:11]([C:13]([OH:15])=[O:14])[C:10]([O:18][CH2:19][C:20]2[CH:25]=[CH:24][C:23]([O:26][CH2:27][C:28]3[N:29]=[C:30]([C:34]4[O:35][CH:36]=[CH:37][CH:38]=4)[O:31][C:32]=3[CH3:33])=[C:22]([O:39][CH3:40])[CH:21]=2)=[N:9]1)[C:2]1[CH:3]=[CH:4][CH:5]=[CH:6][CH:7]=1, predict the reactants needed to synthesize it. The reactants are: [CH2:1]([N:8]1[CH:12]=[C:11]([C:13]([O:15]CC)=[O:14])[C:10]([O:18][CH2:19][C:20]2[CH:25]=[CH:24][C:23]([O:26][CH2:27][C:28]3[N:29]=[C:30]([C:34]4[O:35][CH:36]=[CH:37][CH:38]=4)[O:31][C:32]=3[CH3:33])=[C:22]([O:39][CH3:40])[CH:21]=2)=[N:9]1)[C:2]1[CH:7]=[CH:6][CH:5]=[CH:4][CH:3]=1.O1CCCC1.[OH-].[Na+].Cl.